Dataset: Forward reaction prediction with 1.9M reactions from USPTO patents (1976-2016). Task: Predict the product of the given reaction. (1) Given the reactants Cl[CH2:2][C:3]1[CH:4]=[C:5]([C:9]2[CH:14]=[CH:13][C:12]([C:15]([F:18])([F:17])[F:16])=[CH:11][CH:10]=2)[CH:6]=[CH:7][CH:8]=1.C[O:20][C:21](=[O:34])[CH2:22][O:23][C:24]1[CH:29]=[C:28]([O:30][CH3:31])[C:27]([SH:32])=[CH:26][C:25]=1[CH3:33], predict the reaction product. The product is: [CH3:31][O:30][C:28]1[C:27]([S:32][CH2:2][C:3]2[CH:4]=[C:5]([C:9]3[CH:14]=[CH:13][C:12]([C:15]([F:18])([F:17])[F:16])=[CH:11][CH:10]=3)[CH:6]=[CH:7][CH:8]=2)=[CH:26][C:25]([CH3:33])=[C:24]([CH:29]=1)[O:23][CH2:22][C:21]([OH:34])=[O:20]. (2) The product is: [C:23]([O:22][C:20]([NH:19][CH2:18][CH2:17][O:1][C:2]1[CH:3]=[C:4]([CH:9]=[CH:10][CH:11]=1)[C:5]([O:7][CH3:8])=[O:6])=[O:21])([CH3:26])([CH3:25])[CH3:24]. Given the reactants [OH:1][C:2]1[CH:3]=[C:4]([CH:9]=[CH:10][CH:11]=1)[C:5]([O:7][CH3:8])=[O:6].CS(O[CH2:17][CH2:18][NH:19][C:20]([O:22][C:23]([CH3:26])([CH3:25])[CH3:24])=[O:21])(=O)=O, predict the reaction product. (3) The product is: [F:39][C:40]([F:45])([F:44])[C:41]([OH:43])=[O:42].[NH2:2][CH2:1][C:3]1[CH:4]=[C:5]([N:9]2[C:13]([C:14]([N:16]3[C:24]4[C:19](=[CH:20][C:21]([C:25]5[CH:30]=[CH:29][CH:28]=[CH:27][C:26]=5[S:31]([NH2:34])(=[O:32])=[O:33])=[CH:22][CH:23]=4)[CH2:18][CH2:17]3)=[O:15])=[CH:12][C:11]([C:35]([F:36])([F:37])[F:38])=[N:10]2)[CH:6]=[CH:7][CH:8]=1. Given the reactants [C:1]([C:3]1[CH:4]=[C:5]([N:9]2[C:13]([C:14]([N:16]3[C:24]4[C:19](=[CH:20][C:21]([C:25]5[CH:30]=[CH:29][CH:28]=[CH:27][C:26]=5[S:31]([NH2:34])(=[O:33])=[O:32])=[CH:22][CH:23]=4)[CH2:18][CH2:17]3)=[O:15])=[CH:12][C:11]([C:35]([F:38])([F:37])[F:36])=[N:10]2)[CH:6]=[CH:7][CH:8]=1)#[N:2].[F:39][C:40]([F:45])([F:44])[C:41]([OH:43])=[O:42], predict the reaction product.